Regression/Classification. Given a drug SMILES string, predict its absorption, distribution, metabolism, or excretion properties. Task type varies by dataset: regression for continuous measurements (e.g., permeability, clearance, half-life) or binary classification for categorical outcomes (e.g., BBB penetration, CYP inhibition). Dataset: cyp2d6_veith. From a dataset of CYP2D6 inhibition data for predicting drug metabolism from PubChem BioAssay. (1) The molecule is CCCCCCCCC(=O)NCc1cc(OC)c(O)cc1I. The result is 1 (inhibitor). (2) The compound is CNC[C@H](O)[C@H](O)[C@H](O)[C@H](O)CO. The result is 0 (non-inhibitor). (3) The result is 1 (inhibitor). The compound is COc1ccc(CNc2ncncc2-c2ccc(N(C)C)cc2)c(OC)c1. (4) The molecule is CCOC(=O)N1CCN(C(=O)c2ccc(OC)c(OC)c2)CC1. The result is 0 (non-inhibitor). (5) The drug is COc1ccccc1CN1CCCC2(CCN(C(=O)c3cc(C(F)(F)F)cc(C(F)(F)F)c3)CC2)C1. The result is 0 (non-inhibitor). (6) The drug is Cc1ccc2nc(NC(=S)NC(=O)c3cccs3)sc2c1. The result is 0 (non-inhibitor). (7) The compound is CC(C)=CCc1c(C)nc2ccccc2c1C(=O)O. The result is 0 (non-inhibitor). (8) The drug is COc1cccc(Nc2ncc3nc(C)c(=O)n(CCc4ccccc4)c3n2)c1. The result is 0 (non-inhibitor). (9) The compound is C/C(O)=C(/C#N)C(=O)Nc1cc(Br)ccc1Br. The result is 0 (non-inhibitor). (10) The molecule is Cc1cc(C)c(S(C)(=O)=O)c(Oc2ccc(C(C)(C)C)cc2)n1. The result is 0 (non-inhibitor).